Task: Predict the product of the given reaction.. Dataset: Forward reaction prediction with 1.9M reactions from USPTO patents (1976-2016) (1) Given the reactants Cl[C:2]1[N:7]=[C:6]([C:8]2[C:9]([C:17]3[CH:18]=[C:19]([NH:23][C:24](=[O:33])[C:25]4[C:30](F)=[CH:29][CH:28]=[CH:27][C:26]=4F)[CH:20]=[CH:21][CH:22]=3)=[N:10][N:11]3[CH:16]=[CH:15][CH:14]=[CH:13][C:12]=23)[CH:5]=[CH:4][N:3]=1.CC1C(C)=N[C:42]2[C:37](=[CH:38][CH:39]=[C:40]([NH2:46])[CH:41]=2)N=1, predict the reaction product. The product is: [CH2:2]1[C:42]2[C:37](=[CH:38][CH:39]=[C:40]([NH:46][C:2]3[N:7]=[C:6]([C:8]4[C:9]([C:17]5[CH:18]=[C:19]([NH:23][C:24](=[O:33])[C:25]6[CH:30]=[CH:29][CH:28]=[CH:27][CH:26]=6)[CH:20]=[CH:21][CH:22]=5)=[N:10][N:11]5[CH:16]=[CH:15][CH:14]=[CH:13][C:12]=45)[CH:5]=[CH:4][N:3]=3)[CH:41]=2)[CH2:5][CH2:4][NH:3]1. (2) The product is: [CH2:2]([N:9]1[CH2:13][CH2:12][CH:11]([CH2:14][OH:15])[CH2:10]1)[C:3]1[CH:8]=[CH:7][CH:6]=[CH:5][CH:4]=1. Given the reactants [Li].[CH2:2]([N:9]1[CH2:13][CH2:12][CH:11]([C:14](O)=[O:15])[CH2:10]1)[C:3]1[CH:8]=[CH:7][CH:6]=[CH:5][CH:4]=1, predict the reaction product.